Dataset: Catalyst prediction with 721,799 reactions and 888 catalyst types from USPTO. Task: Predict which catalyst facilitates the given reaction. (1) Reactant: [CH3:1][C@H:2]1[NH:7][C:6](=[O:8])[CH:5]([NH:9][C:10](=[O:16])[O:11][C:12]([CH3:15])([CH3:14])[CH3:13])[CH2:4][C@H:3]1[C:17]1[C:22]([F:23])=[CH:21][CH:20]=[C:19]([F:24])[C:18]=1[F:25].C(O[K])(C)(C)C. Product: [CH3:1][C@H:2]1[NH:7][C:6](=[O:8])[C@@H:5]([NH:9][C:10](=[O:16])[O:11][C:12]([CH3:14])([CH3:15])[CH3:13])[CH2:4][C@H:3]1[C:17]1[C:22]([F:23])=[CH:21][CH:20]=[C:19]([F:24])[C:18]=1[F:25]. The catalyst class is: 6. (2) Reactant: [Br:1][C:2]1[CH:3]=[C:4]2[C:9](=[CH:10][CH:11]=1)[NH:8][C:7](=[S:12])[N:6]([C:13]1[CH:18]=[CH:17][C:16]([F:19])=[C:15]([F:20])[C:14]=1[F:21])[C:5]2=[O:22].[C:23]([O-])([O-])=O.[K+].[K+].CI. Product: [Br:1][C:2]1[CH:3]=[C:4]2[C:9](=[CH:10][CH:11]=1)[N:8]=[C:7]([S:12][CH3:23])[N:6]([C:13]1[CH:18]=[CH:17][C:16]([F:19])=[C:15]([F:20])[C:14]=1[F:21])[C:5]2=[O:22]. The catalyst class is: 3. (3) Reactant: Cl[C:2]1[N:7]=[C:6]2[CH:8]=[N:9][CH:10]=[C:11]([Cl:12])[C:5]2=[N:4][C:3]=1[NH:13][CH:14]1[CH2:16][CH2:15]1.[NH:17]1[CH2:22][CH2:21][NH:20][CH2:19][CH2:18]1. Product: [Cl:12][C:11]1[C:5]2[C:6](=[N:7][C:2]([N:17]3[CH2:22][CH2:21][NH:20][CH2:19][CH2:18]3)=[C:3]([NH:13][CH:14]3[CH2:16][CH2:15]3)[N:4]=2)[CH:8]=[N:9][CH:10]=1. The catalyst class is: 14. (4) Reactant: [CH2:1]([N:8]1[CH2:13][CH2:12][N:11]([C:14]([C:16]2[CH:21]=[CH:20][C:19]([O:22][C:23]3[CH:28]=[CH:27][C:26]([NH:29][CH2:30][C:31]4[CH:36]=[CH:35][C:34]([C:37]([F:40])([F:39])[F:38])=[CH:33][CH:32]=4)=[CH:25][N:24]=3)=[CH:18][CH:17]=2)=[O:15])[CH2:10][CH2:9]1)[C:2]1[CH:7]=[CH:6][CH:5]=[CH:4][CH:3]=1.C=O.[C:43]([BH3-])#N.[Na+].C(O)(=O)C. Product: [CH2:1]([N:8]1[CH2:13][CH2:12][N:11]([C:14]([C:16]2[CH:17]=[CH:18][C:19]([O:22][C:23]3[CH:28]=[CH:27][C:26]([N:29]([CH3:43])[CH2:30][C:31]4[CH:32]=[CH:33][C:34]([C:37]([F:39])([F:40])[F:38])=[CH:35][CH:36]=4)=[CH:25][N:24]=3)=[CH:20][CH:21]=2)=[O:15])[CH2:10][CH2:9]1)[C:2]1[CH:7]=[CH:6][CH:5]=[CH:4][CH:3]=1. The catalyst class is: 5. (5) Reactant: [OH:1][C:2]1[N:7]=[C:6]([CH:8]=[O:9])[CH:5]=[C:4]([C:10]([F:13])([F:12])[F:11])[CH:3]=1.[CH3:14][Mg]Br. Product: [OH:9][CH:8]([C:6]1[N:7]=[C:2]([OH:1])[CH:3]=[C:4]([C:10]([F:13])([F:11])[F:12])[CH:5]=1)[CH3:14]. The catalyst class is: 1. (6) Reactant: ClCCl.[CH3:4][C:5]1[C:14]2[C:9](=[CH:10][CH:11]=[CH:12][CH:13]=2)[N:8]=[C:7]([CH2:15][N:16]2[C:25](=[O:26])[C:24]3[N:23]([CH2:27][C:28]#[C:29][CH3:30])[C:22]([N:31]4[CH2:36][CH2:35][CH2:34][C@@H:33]([NH:37]C(OC(C)(C)C)=O)[CH2:32]4)=[N:21][C:20]=3[N:19]([CH3:45])[C:17]2=[O:18])[N:6]=1.FC(F)(F)C(O)=O. Product: [CH3:4][C:5]1[C:14]2[C:9](=[CH:10][CH:11]=[CH:12][CH:13]=2)[N:8]=[C:7]([CH2:15][N:16]2[C:25](=[O:26])[C:24]3[N:23]([CH2:27][C:28]#[C:29][CH3:30])[C:22]([N:31]4[CH2:36][CH2:35][CH2:34][C@@H:33]([NH2:37])[CH2:32]4)=[N:21][C:20]=3[N:19]([CH3:45])[C:17]2=[O:18])[N:6]=1. The catalyst class is: 6.